This data is from Catalyst prediction with 721,799 reactions and 888 catalyst types from USPTO. The task is: Predict which catalyst facilitates the given reaction. (1) Reactant: [NH2:1][CH2:2][CH2:3][N:4]1[C:13]2[C:8](=[N:9][CH:10]=[C:11]([CH2:14][C:15]3[CH:20]=[CH:19][C:18]([F:21])=[CH:17][CH:16]=3)[CH:12]=2)[C:7]([OH:22])=[C:6]([C:23]([NH:25][CH2:26][CH2:27][CH2:28][N:29]2[CH2:34][CH2:33][O:32][CH2:31][CH2:30]2)=[O:24])[C:5]1=[O:35].C(N(C(C)C)CC)(C)C.Cl[C:46]([O:48][CH3:49])=[O:47]. Product: [F:21][C:18]1[CH:17]=[CH:16][C:15]([CH2:14][C:11]2[CH:12]=[C:13]3[C:8]([C:7]([OH:22])=[C:6]([C:23]([NH:25][CH2:26][CH2:27][CH2:28][N:29]4[CH2:30][CH2:31][O:32][CH2:33][CH2:34]4)=[O:24])[C:5](=[O:35])[N:4]3[CH2:3][CH2:2][NH:1][C:46](=[O:47])[O:48][CH3:49])=[N:9][CH:10]=2)=[CH:20][CH:19]=1. The catalyst class is: 3. (2) Product: [CH2:1]([N:3]1[C:11]([C:12]2[CH:17]=[N:16][C:15]([CH3:18])=[N:14][CH:13]=2)=[N:10][C:9]2[C:4]1=[N:5][CH:6]=[N:7][C:8]=2[O:19][C@H:20]1[CH2:24][CH2:23][NH:22][CH2:21]1)[CH3:2]. The catalyst class is: 2. Reactant: [CH2:1]([N:3]1[C:11]([C:12]2[CH:13]=[N:14][C:15]([CH3:18])=[N:16][CH:17]=2)=[N:10][C:9]2[C:4]1=[N:5][CH:6]=[N:7][C:8]=2[O:19][C@H:20]1[CH2:24][CH2:23][N:22](C(OC(C)(C)C)=O)[CH2:21]1)[CH3:2].C(O)(C(F)(F)F)=O.C(=O)([O-])O.[Na+]. (3) Reactant: [C:1]([OH:6])(=[O:5])[C:2]([CH3:4])=[CH2:3].[CH2:7]([O:9][CH:10]([O:26][CH2:27][CH3:28])[CH2:11][O:12][C:13]1[CH:18]=[CH:17][C:16]([C:19]2[CH:24]=[CH:23][C:22](O)=[CH:21][CH:20]=2)=[CH:15][CH:14]=1)[CH3:8].CN(C)CCCN=C=NCC. Product: [CH2:27]([O:26][CH:10]([O:9][CH2:7][CH3:8])[CH2:11][O:12][C:13]1[CH:18]=[CH:17][C:16]([C:19]2[CH:24]=[CH:23][C:22]([O:5][C:1](=[O:6])[C:2]([CH3:4])=[CH2:3])=[CH:21][CH:20]=2)=[CH:15][CH:14]=1)[CH3:28]. The catalyst class is: 119. (4) Reactant: C[O:2][C:3]([C:5]1[S:6][C:7]([C:31]2[CH2:36][CH2:35][CH2:34][CH2:33][CH:32]=2)=[CH:8][C:9]=1[N:10]([CH:20]1[CH2:25][CH2:24][N:23]([C:26](=[O:30])[CH:27]([CH3:29])[CH3:28])[CH2:22][CH2:21]1)[C:11]([C@H:13]1[CH2:18][CH2:17][C@H:16]([CH3:19])[CH2:15][CH2:14]1)=[O:12])=[O:4].[Li+].[OH-].O. Product: [C:31]1([C:7]2[S:6][C:5]([C:3]([OH:4])=[O:2])=[C:9]([N:10]([CH:20]3[CH2:21][CH2:22][N:23]([C:26](=[O:30])[CH:27]([CH3:29])[CH3:28])[CH2:24][CH2:25]3)[C:11]([C@H:13]3[CH2:18][CH2:17][C@H:16]([CH3:19])[CH2:15][CH2:14]3)=[O:12])[CH:8]=2)[CH2:36][CH2:35][CH2:34][CH2:33][CH:32]=1. The catalyst class is: 278.